Dataset: Full USPTO retrosynthesis dataset with 1.9M reactions from patents (1976-2016). Task: Predict the reactants needed to synthesize the given product. (1) The reactants are: [OH-:1].[K+].[CH2:3]([N:10]1[CH2:17][CH2:16][C:13]2([CH2:15][O:14]2)[CH2:12][CH2:11]1)[C:4]1[CH:9]=[CH:8][CH:7]=[CH:6][CH:5]=1.Cl.[Cl-].[Na+]. Given the product [CH2:3]([N:10]1[CH2:17][CH2:16][C:13]([CH2:15][OH:14])([OH:1])[CH2:12][CH2:11]1)[C:4]1[CH:9]=[CH:8][CH:7]=[CH:6][CH:5]=1, predict the reactants needed to synthesize it. (2) Given the product [CH:41]1([S:44]([N:15]2[CH2:14][CH2:13][CH:12]([CH2:11][NH:10][C:7]3[C:2]([C:29]4[CH:30]=[CH:31][C:26]([O:25][C:32]5[CH:37]=[CH:36][CH:35]=[CH:34][CH:33]=5)=[CH:27][CH:28]=4)=[C:3]([NH2:9])[N:4]=[CH:5][N:6]=3)[CH2:17][CH2:16]2)(=[O:46])=[O:45])[CH2:43][CH2:42]1, predict the reactants needed to synthesize it. The reactants are: Cl[C:2]1[C:3]([NH2:9])=[N:4][CH:5]=[N:6][C:7]=1Cl.[NH2:10][CH2:11][CH:12]1[CH2:17][CH2:16][N:15](C(OC(C)(C)C)=O)[CH2:14][CH2:13]1.[O:25]([C:32]1[CH:37]=[CH:36][C:35](B(O)O)=[CH:34][CH:33]=1)[C:26]1[CH:31]=[CH:30][CH:29]=[CH:28][CH:27]=1.[CH:41]1([S:44](Cl)(=[O:46])=[O:45])[CH2:43][CH2:42]1. (3) The reactants are: C(O)(=O)/[CH:2]=[CH:3]/[C:4]([OH:6])=[O:5].[C:9](Cl)(=[O:11])C.[C:13](=O)(O)[O-].[Na+].[CH3:18][OH:19]. Given the product [C:4]([O:6][CH3:13])(=[O:5])/[CH:3]=[CH:2]/[C:18]([O:11][CH3:9])=[O:19], predict the reactants needed to synthesize it. (4) The reactants are: [C:1]([O:5][C:6](=[O:19])[NH:7][CH2:8][CH2:9][CH2:10][C:11](=O)[C:12]1[CH:17]=[CH:16][CH:15]=[CH:14][CH:13]=1)([CH3:4])([CH3:3])[CH3:2].[F:20][C:21]1[CH:30]=[CH:29][C:28]([F:31])=[CH:27][C:22]=1[C:23]([NH:25][NH2:26])=[O:24].CC(O)=O. Given the product [C:1]([O:5][C:6](=[O:19])[NH:7][CH2:8][CH2:9][CH2:10][C:11](=[N:26][NH:25][C:23](=[O:24])[C:22]1[CH:27]=[C:28]([F:31])[CH:29]=[CH:30][C:21]=1[F:20])[C:12]1[CH:17]=[CH:16][CH:15]=[CH:14][CH:13]=1)([CH3:4])([CH3:3])[CH3:2], predict the reactants needed to synthesize it.